This data is from Catalyst prediction with 721,799 reactions and 888 catalyst types from USPTO. The task is: Predict which catalyst facilitates the given reaction. (1) Reactant: C([O:5][C:6](=[O:15])[CH2:7][O:8][C:9]1[CH:14]=[CH:13][CH:12]=[CH:11][N:10]=1)(C)(C)C.[ClH:16]. Product: [ClH:16].[N:10]1[CH:11]=[CH:12][CH:13]=[CH:14][C:9]=1[O:8][CH2:7][C:6]([OH:15])=[O:5]. The catalyst class is: 1. (2) Reactant: [CH3:1][C:2]1[CH:3]=[C:4]2[C:8](=[C:9]([CH:11]=O)[CH:10]=1)[NH:7][CH:6]=[CH:5]2.[NH2:13][CH2:14][CH2:15][OH:16].[H][H]. Product: [OH:16][CH2:15][CH2:14][NH:13][CH2:11][C:9]1[CH:10]=[C:2]([CH3:1])[CH:3]=[C:4]2[C:8]=1[NH:7][CH:6]=[CH:5]2. The catalyst class is: 19. (3) Reactant: [Cl:1][C:2]1[CH:3]=[CH:4][C:5]([O:23][CH3:24])=[C:6]([CH:22]=1)[C:7]([NH:9][CH2:10][CH2:11][CH:12]1[CH2:17][CH2:16][N:15]([S:18]([NH2:21])(=[O:20])=[O:19])[CH2:14][CH2:13]1)=[O:8].C(=O)([O-])[O-].[Cs+].[Cs+].[CH2:31]([N:34]=[C:35]=[S:36])[CH2:32][CH3:33]. Product: [Cl:1][C:2]1[CH:3]=[CH:4][C:5]([O:23][CH3:24])=[C:6]([CH:22]=1)[C:7]([NH:9][CH2:10][CH2:11][CH:12]1[CH2:17][CH2:16][N:15]([S:18]([NH:21][C:35]([NH:34][CH2:31][CH2:32][CH3:33])=[S:36])(=[O:20])=[O:19])[CH2:14][CH2:13]1)=[O:8]. The catalyst class is: 60. (4) Reactant: [NH2:1][CH2:2][C@H:3]1[CH2:8][CH2:7][CH2:6][CH2:5][C@@H:4]1[NH:9][CH:10]1[CH2:15][CH2:14][N:13]([C:16]([O:18][C:19]([CH3:22])([CH3:21])[CH3:20])=[O:17])[CH2:12][CH2:11]1.[C:23](N1C=CN=C1)(N1C=CN=C1)=[O:24]. Product: [O:24]=[C:23]1[NH:1][CH2:2][C@@H:3]2[C@H:4]([CH2:5][CH2:6][CH2:7][CH2:8]2)[N:9]1[CH:10]1[CH2:15][CH2:14][N:13]([C:16]([O:18][C:19]([CH3:22])([CH3:21])[CH3:20])=[O:17])[CH2:12][CH2:11]1. The catalyst class is: 23. (5) Reactant: Cl[C:2]1[C:6]([C:7]#[N:8])=[C:5]([C:9]2[CH:14]=[CH:13][C:12]([NH:15][C:16]([NH:18][C:19]3[CH:24]=[C:23]([CH3:25])[CH:22]=[CH:21][C:20]=3[F:26])=[O:17])=[CH:11][CH:10]=2)[S:4][N:3]=1.[O:27]1[CH2:32][CH2:31][N:30]([CH2:33][CH2:34][CH2:35][NH2:36])[CH2:29][CH2:28]1.C([O-])([O-])=O.[Na+].[Na+].[Cl-].[Na+].O. Product: [C:7]([C:6]1[C:2]([NH:36][CH2:35][CH2:34][CH2:33][N:30]2[CH2:31][CH2:32][O:27][CH2:28][CH2:29]2)=[N:3][S:4][C:5]=1[C:9]1[CH:14]=[CH:13][C:12]([NH:15][C:16]([NH:18][C:19]2[CH:24]=[C:23]([CH3:25])[CH:22]=[CH:21][C:20]=2[F:26])=[O:17])=[CH:11][CH:10]=1)#[N:8]. The catalyst class is: 25. (6) Reactant: Cl[C:2]1[CH:7]=[C:6]([O:8][CH2:9][C:10]#[CH:11])[N:5]=[CH:4][N:3]=1.C(=O)([O-])[O-].[K+].[K+].[Cl:18][C:19]1[CH:24]=[CH:23][C:22]([Cl:25])=[CH:21][C:20]=1[OH:26].[Cl-].[NH4+]. Product: [Cl:18][C:19]1[CH:24]=[CH:23][C:22]([Cl:25])=[CH:21][C:20]=1[O:26][C:2]1[CH:7]=[C:6]([O:8][CH2:9][C:10]#[CH:11])[N:5]=[CH:4][N:3]=1. The catalyst class is: 9.